From a dataset of Full USPTO retrosynthesis dataset with 1.9M reactions from patents (1976-2016). Predict the reactants needed to synthesize the given product. (1) Given the product [C:12]([O:11][C:9]([N:6]1[CH2:7][CH2:8][CH:3]([CH2:2][NH:1][C:20]([NH:19][CH:16]([CH3:18])[CH3:17])=[S:21])[CH2:4][CH2:5]1)=[O:10])([CH3:15])([CH3:14])[CH3:13], predict the reactants needed to synthesize it. The reactants are: [NH2:1][CH2:2][CH:3]1[CH2:8][CH2:7][N:6]([C:9]([O:11][C:12]([CH3:15])([CH3:14])[CH3:13])=[O:10])[CH2:5][CH2:4]1.[CH:16]([N:19]=[C:20]=[S:21])([CH3:18])[CH3:17].C([O-])(O)=O.[Na+]. (2) Given the product [F:34][C:30]1([F:33])[CH2:31][CH2:32][CH:27]([C@H:2]([NH:1][C:45](=[O:46])[C@H:43]([CH3:44])[NH:42][CH3:40])[C:3]([N:5]2[C@H:10]([C:11]([NH:13][C@H:14]3[C:23]4[C:18](=[CH:19][CH:20]=[CH:21][CH:22]=4)[O:17][CH2:16][CH2:15]3)=[O:12])[CH2:9][N:8]3[CH2:24][CH2:25][CH2:26][C@@H:7]3[CH2:6]2)=[O:4])[CH2:28][CH2:29]1, predict the reactants needed to synthesize it. The reactants are: [NH2:1][C@@H:2]([CH:27]1[CH2:32][CH2:31][C:30]([F:34])([F:33])[CH2:29][CH2:28]1)[C:3]([N:5]1[C@H:10]([C:11]([NH:13][C@H:14]2[C:23]3[C:18](=[CH:19][CH:20]=[CH:21][CH:22]=3)[O:17][CH2:16][CH2:15]2)=[O:12])[CH2:9][N:8]2[CH2:24][CH2:25][CH2:26][C@@H:7]2[CH2:6]1)=[O:4].C(O[C:40]([N:42](C)[C@H:43]([C:45](O)=[O:46])[CH3:44])=O)(C)(C)C.F[P-](F)(F)(F)(F)F.N1(OC(N(C)C)=[N+](C)C)C2C=CC=CC=2N=N1.C(N(CC)C(C)C)(C)C.C(OCC)(=O)C.Cl. (3) Given the product [C:1]([O:5][C:6]([N:8]1[CH2:14][CH2:13][CH2:12][N:11]([C:15]2[N:20]=[C:19]([O:21][CH3:22])[C:18]([NH2:23])=[C:17]([O:26][CH3:27])[N:16]=2)[CH2:10][CH2:9]1)=[O:7])([CH3:4])([CH3:3])[CH3:2], predict the reactants needed to synthesize it. The reactants are: [C:1]([O:5][C:6]([N:8]1[CH2:14][CH2:13][CH2:12][N:11]([C:15]2[N:20]=[C:19]([O:21][CH3:22])[C:18]([N+:23]([O-])=O)=[C:17]([O:26][CH3:27])[N:16]=2)[CH2:10][CH2:9]1)=[O:7])([CH3:4])([CH3:3])[CH3:2]. (4) Given the product [C:34]([C:7]1[S:6][C:5]([C:3]([OH:4])=[O:2])=[C:9]([CH2:10][NH:11][CH2:12][C:13]2[CH:18]=[CH:17][C:16]([C:19]3[CH:24]=[C:23]([C:25]4[CH:26]=[N:27][N:28]([CH3:30])[CH:29]=4)[N:22]=[C:21]([O:31][CH3:32])[CH:20]=3)=[CH:15][C:14]=2[F:33])[CH:8]=1)([CH3:37])([CH3:35])[CH3:36], predict the reactants needed to synthesize it. The reactants are: C[O:2][C:3]([C:5]1[S:6][C:7]([C:34]([CH3:37])([CH3:36])[CH3:35])=[CH:8][C:9]=1[CH2:10][NH:11][CH2:12][C:13]1[CH:18]=[CH:17][C:16]([C:19]2[CH:24]=[C:23]([C:25]3[CH:26]=[N:27][N:28]([CH3:30])[CH:29]=3)[N:22]=[C:21]([O:31][CH3:32])[CH:20]=2)=[CH:15][C:14]=1[F:33])=[O:4].O.[OH-].[Li+].C1COCC1. (5) Given the product [C:1]([C:3]1[CH:4]=[C:5]([CH:9]=[C:10]([N+:12]([O-:14])=[O:13])[CH:11]=1)[C:6]([NH:24][C:23]1[C:25]([CH3:39])=[CH:26][C:27]([C:29]([F:38])([C:30]([F:31])([F:32])[F:33])[C:34]([F:35])([F:36])[F:37])=[CH:28][C:22]=1[CH3:21])=[O:8])#[N:2], predict the reactants needed to synthesize it. The reactants are: [C:1]([C:3]1[CH:4]=[C:5]([CH:9]=[C:10]([N+:12]([O-:14])=[O:13])[CH:11]=1)[C:6]([OH:8])=O)#[N:2].C(Cl)(=O)C(Cl)=O.[CH3:21][C:22]1[CH:28]=[C:27]([C:29]([F:38])([C:34]([F:37])([F:36])[F:35])[C:30]([F:33])([F:32])[F:31])[CH:26]=[C:25]([CH3:39])[C:23]=1[NH2:24].N1C=CC=CC=1.FC1C=CC([N+]([O-])=O)=CC=1C(Cl)=O.C(=O)([O-])O.[Na+].